Dataset: Peptide-MHC class II binding affinity with 134,281 pairs from IEDB. Task: Regression. Given a peptide amino acid sequence and an MHC pseudo amino acid sequence, predict their binding affinity value. This is MHC class II binding data. (1) The peptide sequence is NVTSIHSLLDEGKQS. The MHC is DRB1_1501 with pseudo-sequence DRB1_1501. The binding affinity (normalized) is 0.189. (2) The peptide sequence is TKPEACSGEPVVVHI. The MHC is DRB5_0101 with pseudo-sequence DRB5_0101. The binding affinity (normalized) is 0. (3) The peptide sequence is GYHFRELGVVHNQDV. The MHC is DRB1_0101 with pseudo-sequence DRB1_0101. The binding affinity (normalized) is 0.331. (4) The peptide sequence is NNVVQALTSLGLLYT. The MHC is DRB1_0802 with pseudo-sequence DRB1_0802. The binding affinity (normalized) is 0.0980. (5) The peptide sequence is RGKMDVSGVQAPVGA. The MHC is HLA-DPA10103-DPB10301 with pseudo-sequence HLA-DPA10103-DPB10301. The binding affinity (normalized) is 0.0212. (6) The MHC is DRB1_0401 with pseudo-sequence DRB1_0401. The binding affinity (normalized) is 0.155. The peptide sequence is SQTLELSWNLNGLQAY.